Task: Predict which catalyst facilitates the given reaction.. Dataset: Catalyst prediction with 721,799 reactions and 888 catalyst types from USPTO (1) Reactant: [C:1]([C:5]1[N:6]=[C:7]([NH:10][C:11]([C:13]2[CH:33]=[CH:32][N:16]3[C:17](=[O:31])[C:18](/[CH:22]=[CH:23]/[C:24]([O:26][C:27]([CH3:30])([CH3:29])[CH3:28])=[O:25])=[C:19](O)[N:20]=[C:15]3[CH:14]=2)=[O:12])[S:8][CH:9]=1)([CH3:4])([CH3:3])[CH3:2].CN(C)C=O.C(N(C(C)C)CC)(C)C.Cl.[OH:49][CH:50]1[CH:55]([OH:56])[CH2:54][CH2:53][NH:52][CH2:51]1. Product: [C:1]([C:5]1[N:6]=[C:7]([NH:10][C:11]([C:13]2[CH:33]=[CH:32][N:16]3[C:17](=[O:31])[C:18](/[CH:22]=[CH:23]/[C:24]([O:26][C:27]([CH3:29])([CH3:30])[CH3:28])=[O:25])=[C:19]([N:52]4[CH2:53][CH2:54][CH:55]([OH:56])[CH:50]([OH:49])[CH2:51]4)[N:20]=[C:15]3[CH:14]=2)=[O:12])[S:8][CH:9]=1)([CH3:4])([CH3:2])[CH3:3]. The catalyst class is: 192. (2) Reactant: [CH3:1][C:2]1([CH3:17])[CH2:11][C:10](=[O:12])[C:9]2[C:4](=[CH:5][CH:6]=[C:7]([C:13]([O:15][CH3:16])=[O:14])[CH:8]=2)[O:3]1.[CH2:18]1COCC1.C[Si]([N-][Si](C)(C)C)(C)C.[Li+].C1COCC1.CI. Product: [CH3:1][C:2]1([CH3:17])[CH:11]([CH3:18])[C:10](=[O:12])[C:9]2[C:4](=[CH:5][CH:6]=[C:7]([C:13]([O:15][CH3:16])=[O:14])[CH:8]=2)[O:3]1. The catalyst class is: 775. (3) Reactant: [Cl:1][C:2]1[CH:30]=[CH:29][C:5]([CH2:6][C:7]2([OH:28])[CH2:12][CH2:11][N:10]([C:13]([CH:15]3[CH2:20][NH:19][C:18]4[CH:21]=[C:22]([Cl:25])[CH:23]=[CH:24][C:17]=4[O:16]3)=O)[CH2:9][C:8]2([CH3:27])[CH3:26])=[CH:4][CH:3]=1. Product: [Cl:1][C:2]1[CH:30]=[CH:29][C:5]([CH2:6][C:7]2([OH:28])[CH2:12][CH2:11][N:10]([CH2:13][CH:15]3[CH2:20][NH:19][C:18]4[CH:21]=[C:22]([Cl:25])[CH:23]=[CH:24][C:17]=4[O:16]3)[CH2:9][C:8]2([CH3:27])[CH3:26])=[CH:4][CH:3]=1. The catalyst class is: 1. (4) Reactant: Br[C:2]1[CH:3]=[C:4]([C@H:8]([N:23]([CH3:34])[C:24](=[O:33])[O:25][CH2:26][C:27]2[CH:32]=[CH:31][CH:30]=[CH:29][CH:28]=2)[CH2:9][N:10]2[CH2:14][CH2:13][C@H:12]([O:15][Si:16]([C:19]([CH3:22])([CH3:21])[CH3:20])([CH3:18])[CH3:17])[CH2:11]2)[CH:5]=[CH:6][CH:7]=1.O.[CH3:36][N:37](C)C=O. Product: [CH2:26]([O:25][C:24](=[O:33])[N:23]([C@@H:8]([C:4]1[CH:5]=[CH:6][CH:7]=[C:2]([C:36]#[N:37])[CH:3]=1)[CH2:9][N:10]1[CH2:14][CH2:13][C@H:12]([O:15][Si:16]([C:19]([CH3:22])([CH3:21])[CH3:20])([CH3:18])[CH3:17])[CH2:11]1)[CH3:34])[C:27]1[CH:32]=[CH:31][CH:30]=[CH:29][CH:28]=1. The catalyst class is: 380. (5) Reactant: [CH2:1]([O:8][C:9]1[N:18]=[C:17]([C:19]2[CH:20]=[C:21]3[C:25](=[CH:26][CH:27]=2)[N:24]([CH3:28])[CH:23]=[CH:22]3)[C:16]([CH2:29][CH3:30])=[C:15]([O:31][CH2:32][C:33]2[CH:38]=[CH:37][CH:36]=[CH:35][CH:34]=2)[C:10]=1[C:11]([O:13][CH3:14])=[O:12])[C:2]1[CH:7]=[CH:6][CH:5]=[CH:4][CH:3]=1.ClS([N:43]=[C:44]=O)(=O)=O. Product: [CH2:1]([O:8][C:9]1[N:18]=[C:17]([C:19]2[CH:20]=[C:21]3[C:25](=[CH:26][CH:27]=2)[N:24]([CH3:28])[CH:23]=[C:22]3[C:44]#[N:43])[C:16]([CH2:29][CH3:30])=[C:15]([O:31][CH2:32][C:33]2[CH:34]=[CH:35][CH:36]=[CH:37][CH:38]=2)[C:10]=1[C:11]([O:13][CH3:14])=[O:12])[C:2]1[CH:7]=[CH:6][CH:5]=[CH:4][CH:3]=1. The catalyst class is: 3. (6) Reactant: [F:1][C:2]([F:36])([F:35])[CH2:3][O:4][C:5]1[CH:10]=[CH:9][C:8]([S:11]C(C2C=CC=CC=2)(C2C=CC=CC=2)C2C=CC=CC=2)=[C:7]([C:31]([F:34])([F:33])[F:32])[CH:6]=1.FC(F)(F)C(O)=O.C([SiH](CC)CC)C.[OH-].[Na+].Cl.C(=O)([O-])O.[Na+]. Product: [F:36][C:2]([F:1])([F:35])[CH2:3][O:4][C:5]1[CH:10]=[CH:9][C:8]([SH:11])=[C:7]([C:31]([F:32])([F:33])[F:34])[CH:6]=1. The catalyst class is: 46.